From a dataset of NCI-60 drug combinations with 297,098 pairs across 59 cell lines. Regression. Given two drug SMILES strings and cell line genomic features, predict the synergy score measuring deviation from expected non-interaction effect. (1) Drug 1: C1=CC=C(C=C1)NC(=O)CCCCCCC(=O)NO. Drug 2: C1CNP(=O)(OC1)N(CCCl)CCCl. Cell line: SR. Synergy scores: CSS=66.1, Synergy_ZIP=-2.65, Synergy_Bliss=-2.33, Synergy_Loewe=-29.6, Synergy_HSA=-1.76. (2) Drug 1: CCC(=C(C1=CC=CC=C1)C2=CC=C(C=C2)OCCN(C)C)C3=CC=CC=C3.C(C(=O)O)C(CC(=O)O)(C(=O)O)O. Drug 2: C1C(C(OC1N2C=NC3=C2NC=NCC3O)CO)O. Cell line: SF-539. Synergy scores: CSS=-4.77, Synergy_ZIP=1.96, Synergy_Bliss=-0.0417, Synergy_Loewe=-3.39, Synergy_HSA=-3.46. (3) Drug 1: CN(C)N=NC1=C(NC=N1)C(=O)N. Drug 2: C1C(C(OC1N2C=NC3=C(N=C(N=C32)Cl)N)CO)O. Cell line: SN12C. Synergy scores: CSS=8.27, Synergy_ZIP=-4.61, Synergy_Bliss=-0.367, Synergy_Loewe=-10.7, Synergy_HSA=-1.94. (4) Synergy scores: CSS=23.4, Synergy_ZIP=-2.82, Synergy_Bliss=-0.0894, Synergy_Loewe=-34.9, Synergy_HSA=-7.41. Drug 1: C1CCC(C1)C(CC#N)N2C=C(C=N2)C3=C4C=CNC4=NC=N3. Cell line: COLO 205. Drug 2: CN(CCCl)CCCl.Cl. (5) Drug 1: CC1C(C(=O)NC(C(=O)N2CCCC2C(=O)N(CC(=O)N(C(C(=O)O1)C(C)C)C)C)C(C)C)NC(=O)C3=C4C(=C(C=C3)C)OC5=C(C(=O)C(=C(C5=N4)C(=O)NC6C(OC(=O)C(N(C(=O)CN(C(=O)C7CCCN7C(=O)C(NC6=O)C(C)C)C)C)C(C)C)C)N)C. Drug 2: CCC1=C2CN3C(=CC4=C(C3=O)COC(=O)C4(CC)O)C2=NC5=C1C=C(C=C5)O. Cell line: NCI-H522. Synergy scores: CSS=17.3, Synergy_ZIP=11.3, Synergy_Bliss=10.2, Synergy_Loewe=-18.2, Synergy_HSA=-1.61. (6) Drug 1: CC=C1C(=O)NC(C(=O)OC2CC(=O)NC(C(=O)NC(CSSCCC=C2)C(=O)N1)C(C)C)C(C)C. Drug 2: C1=CC=C(C=C1)NC(=O)CCCCCCC(=O)NO. Cell line: BT-549. Synergy scores: CSS=53.3, Synergy_ZIP=-1.11, Synergy_Bliss=-2.10, Synergy_Loewe=-2.01, Synergy_HSA=0.775. (7) Drug 1: CC1C(C(CC(O1)OC2CC(CC3=C2C(=C4C(=C3O)C(=O)C5=C(C4=O)C(=CC=C5)OC)O)(C(=O)C)O)N)O.Cl. Drug 2: CN(C(=O)NC(C=O)C(C(C(CO)O)O)O)N=O. Cell line: SK-MEL-28. Synergy scores: CSS=16.4, Synergy_ZIP=-3.62, Synergy_Bliss=-0.0443, Synergy_Loewe=-1.24, Synergy_HSA=-1.21. (8) Drug 1: COC1=C(C=C2C(=C1)N=CN=C2NC3=CC(=C(C=C3)F)Cl)OCCCN4CCOCC4. Drug 2: C1=CC(=CC=C1CC(C(=O)O)N)N(CCCl)CCCl.Cl. Cell line: U251. Synergy scores: CSS=30.9, Synergy_ZIP=-9.81, Synergy_Bliss=2.75, Synergy_Loewe=3.79, Synergy_HSA=4.08. (9) Drug 1: C1CN1P(=S)(N2CC2)N3CC3. Drug 2: N.N.Cl[Pt+2]Cl. Cell line: HL-60(TB). Synergy scores: CSS=84.1, Synergy_ZIP=4.42, Synergy_Bliss=4.91, Synergy_Loewe=-2.08, Synergy_HSA=3.17.